This data is from Reaction yield outcomes from USPTO patents with 853,638 reactions. The task is: Predict the reaction yield, written as a fraction of the theoretical maximum amount of product (1.0 means a 100% yield; for example, 0.34 means a 34% yield). (1) The reactants are [C:1]([N:8]1[CH2:13][CH2:12][NH:11][CH2:10][CH2:9]1)([O:3][C:4]([CH3:7])([CH3:6])[CH3:5])=[O:2].C([O-])([O-])=O.[K+].[K+].Br[CH2:21][CH2:22][C:23]#[CH:24]. The catalyst is C(#N)C.O. The product is [CH2:24]([N:11]1[CH2:10][CH2:9][N:8]([C:1]([O:3][C:4]([CH3:7])([CH3:6])[CH3:5])=[O:2])[CH2:13][CH2:12]1)[CH2:23][C:22]#[CH:21]. The yield is 0.860. (2) The catalyst is C(Cl)Cl. The yield is 0.970. The product is [Br:10][C:11]1[CH:16]=[CH:15][C:14]([NH:17][C:6](=[O:9])[CH2:7][Cl:8])=[C:13]([O:18][CH3:19])[CH:12]=1. The reactants are [Cl:8][CH2:7][C:6](O[C:6](=[O:9])[CH2:7][Cl:8])=[O:9].[Br:10][C:11]1[CH:16]=[CH:15][C:14]([NH2:17])=[C:13]([O:18][CH3:19])[CH:12]=1. (3) The reactants are [Cl:1][C:2]1[C:3]([CH2:8][NH:9][C:10]([C@H:12]2[CH2:21][N:20]3[C@H:15]([CH2:16][O:17][C@@H:18]([CH3:23])[C:19]3=[O:22])[CH2:14][CH2:13]2)=O)=[N:4][CH:5]=[CH:6][N:7]=1.CN(C=O)C.N1C=CC=CC=1.O=P(Cl)(Cl)Cl. The catalyst is C(Cl)Cl. The product is [Cl:1][C:2]1[C:3]2[N:4]([C:10]([C@H:12]3[CH2:21][N:20]4[C@H:15]([CH2:16][O:17][C@H:18]([CH3:23])[C:19]4=[O:22])[CH2:14][CH2:13]3)=[N:9][CH:8]=2)[CH:5]=[CH:6][N:7]=1. The yield is 0.704. (4) The reactants are [CH:1]([C:3]1[CH:11]=[CH:10][C:6]([C:7]([OH:9])=[O:8])=[C:5]([N+:12]([O-:14])=[O:13])[CH:4]=1)=O.[C:15]1([C:21](=O)[CH2:22][C:23]2[CH:28]=[CH:27][CH:26]=[CH:25][CH:24]=2)[CH:20]=[CH:19][CH:18]=[CH:17][CH:16]=1.[NH2:30][C:31]([NH2:33])=[O:32].Cl.[CH2:35](O)[CH3:36]. The catalyst is CCOC(C)=O. The product is [N+:12]([C:5]1[CH:4]=[C:3]([CH:1]2[C:22]([C:23]3[CH:28]=[CH:27][CH:26]=[CH:25][CH:24]=3)=[C:21]([C:15]3[CH:20]=[CH:19][CH:18]=[CH:17][CH:16]=3)[NH:33][C:31](=[O:32])[NH:30]2)[CH:11]=[CH:10][C:6]=1[C:7]([O:9][CH2:35][CH3:36])=[O:8])([O-:14])=[O:13]. The yield is 0.623. (5) The reactants are [C:1]([C:5]1[CH:6]=[C:7]([NH2:11])[N:8]([CH3:10])[N:9]=1)([CH3:4])([CH3:3])[CH3:2].[C:12](C1NC=CN=1)(C1NC=CN=1)=[O:13].[NH2:24][CH2:25][C:26]1[CH:31]=[CH:30][CH:29]=[CH:28][C:27]=1[NH2:32]. The catalyst is ClCCCl. The product is [NH2:32][C:27]1[CH:28]=[CH:29][CH:30]=[CH:31][C:26]=1[CH2:25][NH:24][C:12]([NH:11][C:7]1[N:8]([CH3:10])[N:9]=[C:5]([C:1]([CH3:4])([CH3:2])[CH3:3])[CH:6]=1)=[O:13]. The yield is 0.490. (6) The reactants are O1CCCC1.C([O:8][C:9](=O)[C:10]1[CH:15]=[CH:14][C:13]([CH2:16][CH2:17][CH:18]2[CH2:22][CH2:21][CH2:20][O:19]2)=[CH:12][C:11]=1CC)C.[H-].C([Al+]CC(C)C)C(C)C.C(C(C(C([O-])=O)O)O)([O-])=O.[Na+].[K+]. The catalyst is C(OCC)(=O)C. The product is [O:19]1[CH2:20][CH2:21][CH2:22][CH:18]1[CH2:17][CH2:16][C:13]1[CH:12]=[CH:11][C:10]([CH2:9][OH:8])=[CH:15][CH:14]=1. The yield is 0.310. (7) The reactants are [NH2:1][NH:2][C:3]([C:5]1[CH:10]=[CH:9][C:8]([F:11])=[C:7]([F:12])[C:6]=1[NH:13][C:14]1[CH:19]=[CH:18][C:17]([I:20])=[CH:16][C:15]=1[F:21])=[O:4].[C:22](N1C=CN=C1)(N1C=CN=C1)=[O:23].C(OCC)(=O)C. The catalyst is CN(C=O)C. The product is [F:12][C:7]1[C:6]([NH:13][C:14]2[CH:19]=[CH:18][C:17]([I:20])=[CH:16][C:15]=2[F:21])=[C:5]([C:3]2[O:4][C:22](=[O:23])[NH:1][N:2]=2)[CH:10]=[CH:9][C:8]=1[F:11]. The yield is 0.960. (8) The reactants are CC(OC([NH:8][C@H:9]([C:13]([OH:15])=[O:14])[CH:10]1[CH2:12][CH2:11]1)=O)(C)C.[CH3:16]OC(OC)(C)C. The catalyst is Cl. The product is [CH3:16][O:15][C:13](=[O:14])[C@@H:9]([NH2:8])[CH:10]1[CH2:11][CH2:12]1. The yield is 0.980. (9) The reactants are [C:1]([C:4]1[C:14]([OH:15])=[CH:13][C:12]2[CH:11]3[CH2:16][CH:7]([CH2:8][N:9]([C:17](=[O:22])[C:18]([F:21])([F:20])[F:19])[CH2:10]3)[C:6]=2[CH:5]=1)(=O)[CH3:2].Cl.[NH2:24][OH:25].CC([O-])=O.[Na+]. The catalyst is CO.O. The product is [F:20][C:18]([F:21])([F:19])[C:17]([N:9]1[CH2:10][CH:11]2[CH2:16][CH:7]([C:6]3[CH:5]=[C:4]([C:1](=[N:24][OH:25])[CH3:2])[C:14]([OH:15])=[CH:13][C:12]=32)[CH2:8]1)=[O:22]. The yield is 0.930. (10) The reactants are [Cl:1][C:2]1[C:3]([CH3:12])=[C:4]([S:8](Cl)(=[O:10])=[O:9])[CH:5]=[CH:6][CH:7]=1.N1C=CC=CC=1.[NH2:19][C:20]1[CH:21]=[C:22]2[C:27](=[CH:28][CH:29]=1)[N:26]=[C:25]([CH3:30])[CH:24]=[CH:23]2.C([O-])(O)=O.[Na+]. The catalyst is ClCCl. The product is [Cl:1][C:2]1[C:3]([CH3:12])=[C:4]([S:8]([NH:19][C:20]2[CH:21]=[C:22]3[C:27](=[CH:28][CH:29]=2)[N:26]=[C:25]([CH3:30])[CH:24]=[CH:23]3)(=[O:10])=[O:9])[CH:5]=[CH:6][CH:7]=1. The yield is 0.680.